The task is: Predict which catalyst facilitates the given reaction.. This data is from Catalyst prediction with 721,799 reactions and 888 catalyst types from USPTO. (1) Reactant: [N:1]1[N:2]([C:6]2[CH:38]=[CH:37][CH:36]=[CH:35][C:7]=2[C:8]([N:10]2[C@H:15]([CH3:16])[CH2:14][CH2:13][C@@H:12]([C:17]([NH:19][CH:20]([C:29]3[CH:34]=[CH:33][CH:32]=[CH:31][CH:30]=3)[CH:21]([OH:28])[C:22]3[CH:27]=[CH:26][CH:25]=[CH:24][CH:23]=3)=[O:18])[CH2:11]2)=[O:9])[N:3]=[CH:4][CH:5]=1.CC(OI1(OC(C)=O)(OC(C)=O)OC(=O)C2C=CC=CC1=2)=O.O. Product: [N:1]1[N:2]([C:6]2[CH:38]=[CH:37][CH:36]=[CH:35][C:7]=2[C:8]([N:10]2[C@H:15]([CH3:16])[CH2:14][CH2:13][C@@H:12]([C:17]([NH:19][CH:20]([C:29]3[CH:34]=[CH:33][CH:32]=[CH:31][CH:30]=3)[C:21](=[O:28])[C:22]3[CH:23]=[CH:24][CH:25]=[CH:26][CH:27]=3)=[O:18])[CH2:11]2)=[O:9])[N:3]=[CH:4][CH:5]=1. The catalyst class is: 2. (2) Product: [C:31]([C:15]1[C:16]2[C:21](=[CH:20][CH:19]=[C:18]([O:24][C:25]3[CH:26]=[CH:27][CH:28]=[CH:29][CH:30]=3)[CH:17]=2)[C:22]([OH:23])=[C:13]([C:11]([NH:10][C@H:8]([CH3:9])[C@H:7]([CH3:33])[C:6]([OH:34])=[O:5])=[O:12])[N:14]=1)#[N:32]. Reactant: C([O:5][C:6](=[O:34])[C@@H:7]([CH3:33])[C@H:8]([NH:10][C:11]([C:13]1[N:14]=[C:15]([C:31]#[N:32])[C:16]2[C:21]([C:22]=1[OH:23])=[CH:20][CH:19]=[C:18]([O:24][C:25]1[CH:30]=[CH:29][CH:28]=[CH:27][CH:26]=1)[CH:17]=2)=[O:12])[CH3:9])(C)(C)C.FC(F)(F)C(O)=O. The catalyst class is: 2. (3) Reactant: [NH2:1][C:2]1[CH:7]=[CH:6][C:5]([C:8]([N:10]2[CH2:15][CH2:14][N:13]([CH2:16][C:17]3[CH:22]=[CH:21][C:20]([C:23]([O:32][Si:33]([C:36]([CH3:39])([CH3:38])[CH3:37])([CH3:35])[CH3:34])([C:28]([F:31])([F:30])[F:29])[C:24]([F:27])([F:26])[F:25])=[CH:19][CH:18]=3)[CH2:12][CH2:11]2)=[O:9])=[CH:4][C:3]=1[F:40].[C:41](Cl)(=O)[O:42]C1C=CC([N+]([O-])=O)=CC=1.[N:54]1[CH:59]=[CH:58][CH:57]=[CH:56][C:55]=1[NH2:60].C(N(CC)CC)C. Product: [Si:33]([O:32][C:23]([C:20]1[CH:19]=[CH:18][C:17]([CH2:16][N:13]2[CH2:14][CH2:15][N:10]([C:8]([C:5]3[CH:6]=[CH:7][C:2]([NH:1][C:41]([NH:60][C:55]4[CH:56]=[CH:57][CH:58]=[CH:59][N:54]=4)=[O:42])=[C:3]([F:40])[CH:4]=3)=[O:9])[CH2:11][CH2:12]2)=[CH:22][CH:21]=1)([C:24]([F:25])([F:26])[F:27])[C:28]([F:31])([F:29])[F:30])([C:36]([CH3:37])([CH3:39])[CH3:38])([CH3:34])[CH3:35]. The catalyst class is: 4. (4) Reactant: [C:1]([Mg]Br)#[CH:2].[CH2:5]([O:12][C@@H:13]1[C@@H:18]([O:19][CH2:20][C:21]2[CH:26]=[CH:25][CH:24]=[CH:23][CH:22]=2)[CH:17]([O:27][CH2:28][C:29]2[CH:34]=[CH:33][CH:32]=[CH:31][CH:30]=2)[C@@H:16]([O:35][CH2:36][C:37]2[CH:42]=[CH:41][CH:40]=[CH:39][CH:38]=2)[C@H:15]([O:43][CH2:44][C:45]2[CH:50]=[CH:49][CH:48]=[CH:47][CH:46]=2)[C:14]1=[O:51])[C:6]1[CH:11]=[CH:10][CH:9]=[CH:8][CH:7]=1. Product: [CH2:44]([O:43][C@@H:15]1[C@@H:16]([O:35][CH2:36][C:37]2[CH:42]=[CH:41][CH:40]=[CH:39][CH:38]=2)[CH:17]([O:27][CH2:28][C:29]2[CH:34]=[CH:33][CH:32]=[CH:31][CH:30]=2)[C@@H:18]([O:19][CH2:20][C:21]2[CH:22]=[CH:23][CH:24]=[CH:25][CH:26]=2)[C@H:13]([O:12][CH2:5][C:6]2[CH:7]=[CH:8][CH:9]=[CH:10][CH:11]=2)[C:14]1([C:1]#[CH:2])[OH:51])[C:45]1[CH:50]=[CH:49][CH:48]=[CH:47][CH:46]=1. The catalyst class is: 1. (5) Reactant: [C:1]([C:4]1[C:5](=[O:14])[NH:6][C:7]([C:10]([CH3:13])([CH3:12])[CH3:11])=[CH:8][CH:9]=1)(=[O:3])[CH3:2].[Br:15]C1(Br)C(=O)NC(=O)NC1=O. Product: [Br:15][CH2:2][C:1]([C:4]1[C:5](=[O:14])[NH:6][C:7]([C:10]([CH3:13])([CH3:12])[CH3:11])=[CH:8][CH:9]=1)=[O:3]. The catalyst class is: 7. (6) Reactant: [Cl:1][C:2]1[CH:3]=[C:4]([C:32]2[CH:37]=[CH:36][C:35]([C:38]([N:40]3[CH2:45][CH2:44][C:43]([F:47])([F:46])[CH2:42][CH2:41]3)=[O:39])=[CH:34][CH:33]=2)[CH:5]=[CH:6][C:7]=1[CH2:8][C@@H:9]1[CH2:13][CH2:12][N:11]([N:14]2[CH2:19][CH2:18][CH:17]([O:20][Si](C(C)C)(C(C)C)C(C)C)[CH2:16][CH2:15]2)[C:10]1=[O:31].O.C(O)(C(F)(F)F)=O. Product: [Cl:1][C:2]1[CH:3]=[C:4]([C:32]2[CH:37]=[CH:36][C:35]([C:38]([N:40]3[CH2:45][CH2:44][C:43]([F:47])([F:46])[CH2:42][CH2:41]3)=[O:39])=[CH:34][CH:33]=2)[CH:5]=[CH:6][C:7]=1[CH2:8][C@@H:9]1[CH2:13][CH2:12][N:11]([N:14]2[CH2:19][CH2:18][CH:17]([OH:20])[CH2:16][CH2:15]2)[C:10]1=[O:31]. The catalyst class is: 1. (7) Reactant: [Cl:1][C:2]1[CH:3]=[C:4]([N:8]2[N:12]=[C:11]([CH:13](O)[CH3:14])[CH:10]=[N:9]2)[CH:5]=[CH:6][CH:7]=1.O=S(Cl)[Cl:18]. Product: [Cl:18][CH:13]([C:11]1[CH:10]=[N:9][N:8]([C:4]2[CH:5]=[CH:6][CH:7]=[C:2]([Cl:1])[CH:3]=2)[N:12]=1)[CH3:14]. The catalyst class is: 3. (8) Reactant: [CH2:1]([O:3][C:4](=[O:14])[CH:5]([F:13])[C:6](=O)[C:7](OCC)=O)[CH3:2].[Br:15][C:16]1[CH:23]=[CH:22]C(C=O)=[CH:18][CH:17]=1. Product: [Br:15][C:16]1[CH:23]=[CH:22][C:7](/[CH:6]=[C:5](\[F:13])/[C:4]([O:3][CH2:1][CH3:2])=[O:14])=[CH:18][CH:17]=1. The catalyst class is: 1.